From a dataset of Reaction yield outcomes from USPTO patents with 853,638 reactions. Predict the reaction yield, written as a fraction of the theoretical maximum amount of product (1.0 means a 100% yield; for example, 0.34 means a 34% yield). (1) The reactants are [CH:1]1([C:4]2[NH:8][N:7]=[C:6]([NH:9][C:10]3[C:17]([F:18])=[CH:16][C:13]([C:14]#[N:15])=[C:12]([NH:19][C@H:20]([C:22]4[CH:27]=[CH:26][C:25]([F:28])=[CH:24][CH:23]=4)[CH3:21])[N:11]=3)[CH:5]=2)[CH2:3][CH2:2]1.Cl. The catalyst is [Pd].CO. The product is [NH2:15][CH2:14][C:13]1[C:12]([NH:19][C@H:20]([C:22]2[CH:23]=[CH:24][C:25]([F:28])=[CH:26][CH:27]=2)[CH3:21])=[N:11][C:10]([NH:9][C:6]2[CH:5]=[C:4]([CH:1]3[CH2:3][CH2:2]3)[NH:8][N:7]=2)=[C:17]([F:18])[CH:16]=1. The yield is 0.580. (2) The reactants are [C:1]([O:5][C:6]([N:8]1[CH2:12][C:11](=[O:13])[CH2:10][C@H:9]1[C:14]([OH:16])=[O:15])=[O:7])([CH3:4])([CH3:3])[CH3:2].CO.[CH3:19][Si](C=[N+]=[N-])(C)C. The catalyst is C1(C)C=CC=CC=1. The product is [O:13]=[C:11]1[CH2:12][N:8]([C:6]([O:5][C:1]([CH3:4])([CH3:2])[CH3:3])=[O:7])[C@H:9]([C:14]([O:16][CH3:19])=[O:15])[CH2:10]1. The yield is 1.00. (3) The reactants are [CH2:1]([O:8][C:9]1[CH:14]=[CH:13][C:12]([CH2:15][CH2:16][OH:17])=[CH:11][CH:10]=1)[C:2]1[CH:7]=[CH:6][CH:5]=[CH:4][CH:3]=1.CC(OI1(OC(C)=O)(OC(C)=O)OC(=O)C2C=CC=CC1=2)=O. The catalyst is C(Cl)Cl. The product is [CH2:1]([O:8][C:9]1[CH:10]=[CH:11][C:12]([CH2:15][CH:16]=[O:17])=[CH:13][CH:14]=1)[C:2]1[CH:3]=[CH:4][CH:5]=[CH:6][CH:7]=1. The yield is 0.790. (4) The reactants are [Br:1][C:2]1[C:8]([F:9])=[CH:7][C:5]([NH2:6])=[C:4]([N+:10]([O-])=O)[CH:3]=1.[Cl-].[NH4+]. The catalyst is C1COCC1.CCO.O.[Fe]. The product is [Br:1][C:2]1[CH:3]=[C:4]([NH2:10])[C:5]([NH2:6])=[CH:7][C:8]=1[F:9]. The yield is 0.810. (5) The reactants are C(N(CC)CC)C.[CH3:8][C:9]1[CH:14]=[C:13]([CH3:15])[N:12]=[C:11]([N:16]2[CH2:21][CH2:20][N:19]([C:22]3[CH:27]=[CH:26][C:25]([N+:28]([O-:30])=[O:29])=[CH:24][C:23]=3[OH:31])[CH2:18][CH2:17]2)[CH:10]=1.[C:32](Cl)(=[O:34])[CH3:33].O. The catalyst is ClCCl. The product is [CH3:8][C:9]1[CH:14]=[C:13]([CH3:15])[N:12]=[C:11]([N:16]2[CH2:17][CH2:18][N:19]([C:22]3[CH:27]=[CH:26][C:25]([N+:28]([O-:30])=[O:29])=[CH:24][C:23]=3[O:31][C:32](=[O:34])[CH3:33])[CH2:20][CH2:21]2)[CH:10]=1. The yield is 0.650. (6) The reactants are [Cl:1][C:2]1[CH:3]=[C:4]([CH:9](O)[CH3:10])[CH:5]=[N:6][C:7]=1[Cl:8].C1(C)C=CC(S(O)(=O)=O)=CC=1. The catalyst is ClC1C=CC=CC=1. The product is [Cl:8][C:7]1[C:2]([Cl:1])=[CH:3][C:4]([CH:9]=[CH2:10])=[CH:5][N:6]=1. The yield is 0.630. (7) The reactants are [N:1]1([C:10]2[S:14][C:13]([C:15](O)=[O:16])=[C:12]([O:18][CH2:19][C:20]3[CH:25]=[CH:24][CH:23]=[CH:22][C:21]=3[CH3:26])[CH:11]=2)[C:5]2[CH:6]=[CH:7][CH:8]=[CH:9][C:4]=2[N:3]=[CH:2]1.ClC(N(C)C)=C(C)C.[CH2:35]([CH2:37][NH2:38])[OH:36].C(N(C(C)C)CC)(C)C. The catalyst is ClCCl. The product is [N:1]1([C:10]2[S:14][C:13]([C:15]([NH:38][CH2:37][CH2:35][OH:36])=[O:16])=[C:12]([O:18][CH2:19][C:20]3[CH:25]=[CH:24][CH:23]=[CH:22][C:21]=3[CH3:26])[CH:11]=2)[C:5]2[CH:6]=[CH:7][CH:8]=[CH:9][C:4]=2[N:3]=[CH:2]1. The yield is 0.640. (8) The reactants are [C:1]([C:5]1[CH:10]=[C:9]([C:11]([F:14])([F:13])[F:12])[C:8]([N+:15]([O-])=O)=[CH:7][C:6]=1[O:18][CH3:19])([CH3:4])([CH3:3])[CH3:2].C([O-])=O.[NH4+]. The catalyst is CCO.[Pd]. The product is [C:1]([C:5]1[CH:10]=[C:9]([C:11]([F:14])([F:12])[F:13])[C:8]([NH2:15])=[CH:7][C:6]=1[O:18][CH3:19])([CH3:4])([CH3:2])[CH3:3]. The yield is 0.950. (9) The reactants are [O:1]=[C:2]1[C:10](=[C:11]([C:15]2[CH:20]=[CH:19][CH:18]=[CH:17][CH:16]=2)[C:12](O)=[O:13])[C:9]2[C:4](=[CH:5][CH:6]=[CH:7][CH:8]=2)[NH:3]1.[CH3:21][O:22][C:23]1[CH:24]=[C:25]([CH:27]=[CH:28][C:29]=1[O:30][CH3:31])[NH2:26]. No catalyst specified. The product is [CH3:21][O:22][C:23]1[CH:24]=[C:25]([NH:26][C:12](=[O:13])[C:11](=[C:10]2[C:9]3[C:4](=[CH:5][CH:6]=[CH:7][CH:8]=3)[NH:3][C:2]2=[O:1])[C:15]2[CH:16]=[CH:17][CH:18]=[CH:19][CH:20]=2)[CH:27]=[CH:28][C:29]=1[O:30][CH3:31]. The yield is 0.0800. (10) The reactants are Cl[C:2]1[N:7]=[C:6]([NH:8][CH2:9][CH2:10][CH3:11])[N:5]=[C:4]([NH:12][CH2:13][CH2:14][CH3:15])[N:3]=1.Cl.[CH:17]([NH:20][OH:21])([CH3:19])[CH3:18]. No catalyst specified. The product is [CH2:13]([NH:12][C:4]1[N:5]=[C:6]([NH:8][CH2:9][CH2:10][CH3:11])[N:7]=[C:2]([N:20]([CH:17]([CH3:19])[CH3:18])[OH:21])[N:3]=1)[CH2:14][CH3:15]. The yield is 0.610.